Predict the reaction yield, written as a fraction of the theoretical maximum amount of product (1.0 means a 100% yield; for example, 0.34 means a 34% yield). From a dataset of Reaction yield outcomes from USPTO patents with 853,638 reactions. (1) The product is [Br:1][C:2]1[O:10][C:5]2[CH:6]=[CH:7][CH:8]=[CH:9][C:4]=2[CH:3]=1. The catalyst is O1CCCC1.[Cu]I. The reactants are [Br:1][C:2](Br)=[CH:3][C:4]1[CH:9]=[CH:8][CH:7]=[CH:6][C:5]=1[OH:10].P([O-])([O-])([O-])=O.[K+].[K+].[K+].O. The yield is 0.920. (2) The reactants are C[O:2][C:3](=[O:21])[CH2:4][C@@H:5]([CH3:20])[C:6](=[O:19])[NH:7][CH2:8][C:9]1[CH:14]=[CH:13][CH:12]=[C:11]([C:15]([F:18])([F:17])[F:16])[CH:10]=1.[Li+].[OH-].CC(=O)OCC. The catalyst is C1COCC1.CO. The product is [CH3:20][C@@H:5]([C:6](=[O:19])[NH:7][CH2:8][C:9]1[CH:14]=[CH:13][CH:12]=[C:11]([C:15]([F:16])([F:17])[F:18])[CH:10]=1)[CH2:4][C:3]([OH:21])=[O:2]. The yield is 0.150. (3) The reactants are O=[C:2]1[C:11]2[C:10]([C:12](OC)=[O:13])=[CH:9][CH:8]=[CH:7][C:6]=2[NH:5][CH:4]([C:16]2[CH:21]=[CH:20][CH:19]=[CH:18][N:17]=2)[CH:3]1[C:22]1[CH:27]=[CH:26][CH:25]=[CH:24][N:23]=1.O=C1C2C(C(OCC)=O)=CC=CC=2NC(C2C=CC=CN=2)C1C1C=CC=CN=1.O.[NH2:57][NH2:58]. No catalyst specified. The product is [N:17]1[CH:18]=[CH:19][CH:20]=[CH:21][C:16]=1[CH:4]1[NH:5][C:6]2[C:11]3[C:2](=[N:57][NH:58][C:12](=[O:13])[C:10]=3[CH:9]=[CH:8][CH:7]=2)[CH:3]1[C:22]1[CH:27]=[CH:26][CH:25]=[CH:24][N:23]=1. The yield is 0.370.